This data is from Forward reaction prediction with 1.9M reactions from USPTO patents (1976-2016). The task is: Predict the product of the given reaction. (1) Given the reactants [C:1]([Si:5]([CH3:8])([CH3:7])Cl)([CH3:4])([CH3:3])[CH3:2].[Cl:9][C:10]1[CH:15]=[CH:14][C:13]([C:16]2[CH:21]=[CH:20][CH:19]=[C:18]([OH:22])[CH:17]=2)=[C:12]([N+:23]([O-:25])=[O:24])[CH:11]=1.N1C=CN=C1, predict the reaction product. The product is: [C:1]([Si:5]([O:22][C:18]1[CH:17]=[C:16]([C:13]2[CH:14]=[CH:15][C:10]([Cl:9])=[CH:11][C:12]=2[N+:23]([O-:25])=[O:24])[CH:21]=[CH:20][CH:19]=1)([CH3:8])[CH3:7])([CH3:4])([CH3:3])[CH3:2]. (2) Given the reactants [Cl:1][SiH:2]1[CH2:7][CH2:6][CH2:5][CH2:4][CH2:3]1.[C:8]([O:14][CH2:15][C:16]1[CH:21]=[CH:20][CH:19]=[CH:18][CH:17]=1)(=[O:13])[CH2:9][CH2:10][CH:11]=[CH2:12], predict the reaction product. The product is: [Cl:1][Si:2]1([CH2:12][CH2:11][CH2:10][CH2:9][C:8]([O:14][CH2:15][C:16]2[CH:21]=[CH:20][CH:19]=[CH:18][CH:17]=2)=[O:13])[CH2:7][CH2:6][CH2:5][CH2:4][CH2:3]1. (3) Given the reactants [Cl:1][C:2]1[N:7]=[CH:6][C:5]([C@@H:8]([OH:43])[CH2:9][N:10]([CH2:18][CH2:19][C:20]2[CH:25]=[CH:24][C:23]([C:26]3[CH:31]=[CH:30][C:29]([C:32]([NH:34][S:35]([CH3:38])(=[O:37])=[O:36])=[O:33])=[C:28]([CH2:39][CH:40]([CH3:42])[CH3:41])[CH:27]=3)=[CH:22][CH:21]=2)C(=O)OC(C)(C)C)=[CH:4][CH:3]=1.C([O-])=O.[NH4+].[ClH:48], predict the reaction product. The product is: [ClH:1].[ClH:48].[OH:43][C@H:8]([C:5]1[CH:6]=[N:7][CH:2]=[CH:3][CH:4]=1)[CH2:9][NH:10][CH2:18][CH2:19][C:20]1[CH:21]=[CH:22][C:23]([C:26]2[CH:31]=[CH:30][C:29]([C:32]([NH:34][S:35]([CH3:38])(=[O:36])=[O:37])=[O:33])=[C:28]([CH2:39][CH:40]([CH3:42])[CH3:41])[CH:27]=2)=[CH:24][CH:25]=1. (4) The product is: [Cl:56][C:52]1[CH:53]=[C:54]2[C:49](=[CH:50][CH:51]=1)[NH:48][C:47]([C:45]([NH:44][CH:36]1[CH2:37][C:38]3[C:43](=[CH:42][CH:41]=[CH:40][CH:39]=3)[N:34]([CH2:33][C:32](=[O:58])[CH2:31][OH:30])[C:35]1=[O:57])=[O:46])=[CH:55]2. Given the reactants CC(OI1(OC(C)=O)(OC(C)=O)OC(=O)C2C=CC=CC1=2)=O.[Si]([O:30][CH2:31][CH:32]([OH:58])[CH2:33][N:34]1[C:43]2[C:38](=[CH:39][CH:40]=[CH:41][CH:42]=2)[CH2:37][CH:36]([NH:44][C:45]([C:47]2[NH:48][C:49]3[C:54]([CH:55]=2)=[CH:53][C:52]([Cl:56])=[CH:51][CH:50]=3)=[O:46])[C:35]1=[O:57])(C(C)(C)C)(C)C, predict the reaction product. (5) The product is: [CH2:18]([O:17][C:14]1[CH:13]=[CH:12][C:11]([C:9]([C:6]2[CH:7]=[CH:8][C:3]([O:2][CH3:1])=[CH:4][C:5]=2[OH:25])=[O:10])=[CH:16][CH:15]=1)[C:19]1[CH:24]=[CH:23][CH:22]=[CH:21][CH:20]=1. Given the reactants [CH3:1][O:2][C:3]1[CH:8]=[CH:7][C:6]([C:9]([C:11]2[CH:16]=[CH:15][C:14]([O:17][CH2:18][C:19]3[CH:24]=[CH:23][CH:22]=[CH:21][CH:20]=3)=[CH:13][CH:12]=2)=[O:10])=[C:5]([O:25]COC)[CH:4]=1.Cl, predict the reaction product. (6) The product is: [F:14][C:5]1[CH:4]=[C:3]([O:15][CH3:16])[C:2]([C:26]2[C:25]3[C:20](=[CH:21][CH:22]=[C:23]([C:37]4[CH:38]=[N:39][N:40]([CH3:42])[CH:41]=4)[CH:24]=3)[C:19](=[O:43])[N:18]([CH3:17])[CH:27]=2)=[CH:7][C:6]=1[NH:8][S:9]([CH2:12][CH3:13])(=[O:11])=[O:10]. Given the reactants Br[C:2]1[C:3]([O:15][CH3:16])=[CH:4][C:5]([F:14])=[C:6]([NH:8][S:9]([CH2:12][CH3:13])(=[O:11])=[O:10])[CH:7]=1.[CH3:17][N:18]1[CH:27]=[C:26](B2OC(C)(C)C(C)(C)O2)[C:25]2[C:20](=[CH:21][CH:22]=[C:23]([C:37]3[CH:38]=[N:39][N:40]([CH3:42])[CH:41]=3)[CH:24]=2)[C:19]1=[O:43].[O-]P([O-])([O-])=O.[K+].[K+].[K+], predict the reaction product. (7) Given the reactants [Cl:1][C:2]1[CH:11]=[CH:10][C:9]([NH2:12])=[C:8]2[C:3]=1[CH:4]=[CH:5][CH:6]=[N:7]2.[N+:13]([C:16]1[CH:21]=[CH:20][CH:19]=[CH:18][C:17]=1[S:22](Cl)(=[O:24])=[O:23])([O-:15])=[O:14].N1C=CC=CC=1, predict the reaction product. The product is: [Cl:1][C:2]1[CH:11]=[CH:10][C:9]([NH:12][S:22]([C:17]2[CH:18]=[CH:19][CH:20]=[CH:21][C:16]=2[N+:13]([O-:15])=[O:14])(=[O:23])=[O:24])=[C:8]2[C:3]=1[CH:4]=[CH:5][CH:6]=[N:7]2.